This data is from Peptide-MHC class I binding affinity with 185,985 pairs from IEDB/IMGT. The task is: Regression. Given a peptide amino acid sequence and an MHC pseudo amino acid sequence, predict their binding affinity value. This is MHC class I binding data. The peptide sequence is TAAQAAVVRF. The MHC is HLA-A02:06 with pseudo-sequence HLA-A02:06. The binding affinity (normalized) is 0.